This data is from TCR-epitope binding with 47,182 pairs between 192 epitopes and 23,139 TCRs. The task is: Binary Classification. Given a T-cell receptor sequence (or CDR3 region) and an epitope sequence, predict whether binding occurs between them. (1) The epitope is NLVPMVATV. Result: 0 (the TCR does not bind to the epitope). The TCR CDR3 sequence is CASSLVVWGRTDTQYF. (2) The epitope is FLPRVFSAV. The TCR CDR3 sequence is CASSFSGPRSPQHF. Result: 0 (the TCR does not bind to the epitope).